Dataset: Forward reaction prediction with 1.9M reactions from USPTO patents (1976-2016). Task: Predict the product of the given reaction. (1) The product is: [CH2:22]([CH:24]1[CH2:28][CH:27]([O:29][CH:30]2[CH2:31][CH2:32][O:33][CH2:34][CH2:35]2)[CH2:26][CH:25]1[C:36]([NH:2][NH:1][C:3]1[N:4]=[C:5]2[CH:11]=[CH:10][N:9]([S:12]([C:15]3[CH:21]=[CH:20][C:18]([CH3:19])=[CH:17][CH:16]=3)(=[O:13])=[O:14])[C:6]2=[N:7][CH:8]=1)=[O:37])[CH3:23]. Given the reactants [NH:1]([C:3]1[N:4]=[C:5]2[CH:11]=[CH:10][N:9]([S:12]([C:15]3[CH:21]=[CH:20][C:18]([CH3:19])=[CH:17][CH:16]=3)(=[O:14])=[O:13])[C:6]2=[N:7][CH:8]=1)[NH2:2].[CH2:22]([CH:24]1[CH2:28][CH:27]([O:29][CH:30]2[CH2:35][CH2:34][O:33][CH2:32][CH2:31]2)[CH2:26][CH:25]1[C:36](O)=[O:37])[CH3:23].CN(C(ON1N=NC2C=CC=NC1=2)=[N+](C)C)C.F[P-](F)(F)(F)(F)F, predict the reaction product. (2) Given the reactants NC(=O)[CH2:3][N:4]1[C:8]2=[N:9][CH:10]=[C:11]([C:13]3[C:21]4[C:16](=[CH:17][C:18]([F:22])=[CH:19][CH:20]=4)[N:15](C(OC(C)(C)C)=O)[CH:14]=3)[CH:12]=[C:7]2[NH:6][C:5]1=[O:30].Cl.CC[O:35][C:36](C)=[O:37], predict the reaction product. The product is: [F:22][C:18]1[CH:17]=[C:16]2[C:21]([C:13]([C:11]3[CH:12]=[C:7]4[NH:6][C:5](=[O:30])[N:4]([CH2:3][C:36]([OH:37])=[O:35])[C:8]4=[N:9][CH:10]=3)=[CH:14][NH:15]2)=[CH:20][CH:19]=1. (3) Given the reactants [C:1]([O:5][C:6]([N:8]([C:18]1[CH:23]=[CH:22][CH:21]=[CH:20][CH:19]=1)[NH:9][C:10](=[O:17])[CH2:11][O:12][CH2:13][C:14](O)=[O:15])=[O:7])([CH3:4])([CH3:3])[CH3:2].C(N(CC)CC)C.C(Cl)(=O)OCC(C)C.N(CC)(CC)CC.Cl.[BH4-].[Na+], predict the reaction product. The product is: [OH:15][CH2:14][CH2:13][O:12][CH2:11][C:10]([NH:9][N:8]([C:18]1[CH:19]=[CH:20][CH:21]=[CH:22][CH:23]=1)[C:6]([O:5][C:1]([CH3:3])([CH3:4])[CH3:2])=[O:7])=[O:17]. (4) Given the reactants [N:1]1([C:6]2[CH2:11][CH2:10][C:9]([CH3:13])([CH3:12])[CH:8]([NH2:14])[CH:7]=2)[CH:5]=[CH:4][N:3]=[CH:2]1.Br[C:16]1[CH:23]=[CH:22][C:19]([C:20]#[N:21])=[C:18]([F:24])[CH:17]=1.CC(C)([O-])C.[Na+].C1C=CC(P(C2C(C3C(P(C4C=CC=CC=4)C4C=CC=CC=4)=CC=C4C=3C=CC=C4)=C3C(C=CC=C3)=CC=2)C2C=CC=CC=2)=CC=1, predict the reaction product. The product is: [N:1]1([C:6]2[CH2:11][CH2:10][C:9]([CH3:12])([CH3:13])[CH:8]([NH:14][C:16]3[CH:23]=[CH:22][C:19]([C:20]#[N:21])=[C:18]([F:24])[CH:17]=3)[CH:7]=2)[CH:5]=[CH:4][N:3]=[CH:2]1.